Dataset: Full USPTO retrosynthesis dataset with 1.9M reactions from patents (1976-2016). Task: Predict the reactants needed to synthesize the given product. (1) Given the product [CH:1]([C:4]1[N:9]=[C:8]([C:10]2[CH:15]=[CH:14][C:13]([CH3:16])=[CH:12][N:11]=2)[CH:7]=[C:6]([C:17]([NH:30][C@@H:28]([C:25]2[CH:24]=[N:23][C:22]([C:21]([F:32])([F:31])[F:20])=[N:27][CH:26]=2)[CH3:29])=[O:19])[CH:5]=1)([CH3:2])[CH3:3], predict the reactants needed to synthesize it. The reactants are: [CH:1]([C:4]1[N:9]=[C:8]([C:10]2[CH:15]=[CH:14][C:13]([CH3:16])=[CH:12][N:11]=2)[CH:7]=[C:6]([C:17]([OH:19])=O)[CH:5]=1)([CH3:3])[CH3:2].[F:20][C:21]([F:32])([F:31])[C:22]1[N:27]=[CH:26][C:25]([C@H:28]([NH2:30])[CH3:29])=[CH:24][N:23]=1.CN(C(ON1N=NC2C=CC=NC1=2)=[N+](C)C)C.F[P-](F)(F)(F)(F)F.C(N(C(C)C)CC)(C)C. (2) Given the product [N+:14]([C:6]1[N:5]([CH2:19][C:17]([OH:23])=[O:18])[CH:9]=[CH:8][N:7]=1)([O-:16])=[O:15], predict the reactants needed to synthesize it. The reactants are: C(O[N:5]1[CH:9]=[C:8](C(C)(C)C)[N:7]=[C:6]1[N+:14]([O-:16])=[O:15])(=O)C.[C:17]([OH:23])([C:19](F)(F)F)=[O:18]. (3) Given the product [NH2:2][CH2:10][CH2:11][C:12]1[CH:13]=[C:14]([NH:22][C:23]([CH:25]2[CH2:34][C:33]3[CH:32]=[C:31]([O:35][C:36]4[CH:41]=[CH:40][N:39]=[C:38]([C:42]([NH:44][CH3:45])=[O:43])[CH:37]=4)[CH:30]=[CH:29][C:28]=3[CH2:27][CH2:26]2)=[O:24])[CH:15]=[C:16]([C:18]([F:21])([F:19])[F:20])[CH:17]=1, predict the reactants needed to synthesize it. The reactants are: C1C2C(=CC=CC=2)C[N:2]1[CH2:10][CH2:11][C:12]1[CH:13]=[C:14]([NH:22][C:23]([CH:25]2[CH2:34][C:33]3[CH:32]=[C:31]([O:35][C:36]4[CH:41]=[CH:40][N:39]=[C:38]([C:42]([NH:44][CH3:45])=[O:43])[CH:37]=4)[CH:30]=[CH:29][C:28]=3[CH2:27][CH2:26]2)=[O:24])[CH:15]=[C:16]([C:18]([F:21])([F:20])[F:19])[CH:17]=1.C(N)CN. (4) Given the product [ClH:1].[NH:26]1[C:34]2[C:29](=[CH:30][CH:31]=[C:32]([C:35]([NH:10][C@@H:9]([C:11]([N:13]3[CH2:18][CH2:17][CH:16]([CH:19]4[CH2:24][CH2:23][N:22]([CH3:25])[CH2:21][CH2:20]4)[CH2:15][CH2:14]3)=[O:12])[CH2:8][C:2]3[CH:3]=[CH:4][CH:5]=[CH:6][CH:7]=3)=[O:36])[CH:33]=2)[CH:28]=[CH:27]1, predict the reactants needed to synthesize it. The reactants are: [ClH:1].[C:2]1([CH2:8][C@H:9]([C:11]([N:13]2[CH2:18][CH2:17][CH:16]([CH:19]3[CH2:24][CH2:23][N:22]([CH3:25])[CH2:21][CH2:20]3)[CH2:15][CH2:14]2)=[O:12])[NH2:10])[CH:7]=[CH:6][CH:5]=[CH:4][CH:3]=1.[NH:26]1[C:34]2[C:29](=[CH:30][CH:31]=[C:32]([C:35](O)=[O:36])[CH:33]=2)[CH:28]=[CH:27]1. (5) The reactants are: [NH2:1][CH2:2][C:3]1[C:8]([CH2:9][CH3:10])=[N:7][C:6]2[N:11]([CH2:14][CH3:15])[N:12]=[CH:13][C:5]=2[C:4]=1[NH:16][CH:17]1[CH2:22][CH2:21][O:20][CH2:19][CH2:18]1.[N+:23]([C:26]1[CH:34]=[CH:33][C:29]([C:30](Cl)=[O:31])=[CH:28][CH:27]=1)([O-:25])=[O:24].CCN(C(C)C)C(C)C. Given the product [CH2:14]([N:11]1[C:6]2=[N:7][C:8]([CH2:9][CH3:10])=[C:3]([CH2:2][NH:1][C:30](=[O:31])[C:29]3[CH:28]=[CH:27][C:26]([N+:23]([O-:25])=[O:24])=[CH:34][CH:33]=3)[C:4]([NH:16][CH:17]3[CH2:18][CH2:19][O:20][CH2:21][CH2:22]3)=[C:5]2[CH:13]=[N:12]1)[CH3:15], predict the reactants needed to synthesize it.